The task is: Predict the product of the given reaction.. This data is from Forward reaction prediction with 1.9M reactions from USPTO patents (1976-2016). (1) Given the reactants [CH3:1][N:2]([CH3:36])[C:3](=[O:35])[O:4][C:5]1[CH:10]=[CH:9][C:8]([CH:11]([OH:32])[CH2:12][CH2:13][O:14][Si:15]([C:28]([CH3:31])([CH3:30])[CH3:29])([C:22]2[CH:27]=[CH:26][CH:25]=[CH:24][CH:23]=2)[C:16]2[CH:21]=[CH:20][CH:19]=[CH:18][CH:17]=2)=[C:7]([CH:33]=[CH2:34])[CH:6]=1.C(Br)(Br)(Br)[Br:38].C1(P(C2C=CC=CC=2)C2C=CC=CC=2)C=CC=CC=1, predict the reaction product. The product is: [CH3:36][N:2]([CH3:1])[C:3](=[O:35])[O:4][C:5]1[CH:10]=[CH:9][C:8]([C:11]([Br:38])([OH:32])[CH2:12][CH2:13][O:14][Si:15]([C:28]([CH3:29])([CH3:30])[CH3:31])([C:22]2[CH:23]=[CH:24][CH:25]=[CH:26][CH:27]=2)[C:16]2[CH:21]=[CH:20][CH:19]=[CH:18][CH:17]=2)=[C:7]([CH:33]=[CH2:34])[CH:6]=1. (2) The product is: [Br:21][C:17]1[CH:16]=[C:15]([NH:14][C:5]2[C:6]([C:12]#[N:13])=[CH:7][N:8]=[C:9]3[C:4]=2[CH:3]=[C:2]([NH:1][C:29](=[O:32])[CH:30]=[CH2:31])[CH:11]=[N:10]3)[CH:20]=[CH:19][CH:18]=1. Given the reactants [NH2:1][C:2]1[CH:3]=[C:4]2[C:9](=[N:10][CH:11]=1)[N:8]=[CH:7][C:6]([C:12]#[N:13])=[C:5]2[NH:14][C:15]1[CH:20]=[CH:19][CH:18]=[C:17]([Br:21])[CH:16]=1.CN1CCOCC1.[C:29](Cl)(=[O:32])[CH:30]=[CH2:31], predict the reaction product. (3) The product is: [CH2:26]([O:25][C:14]([O:13][CH2:7][CH2:8][CH2:9][CH2:10][CH2:11][CH3:12])([CH3:24])[CH2:15][OH:16])[CH2:27][CH2:28][CH2:29][CH2:30][CH3:31]. Given the reactants [H-].[H-].[H-].[H-].[Li+].[Al+3].[CH2:7]([O:13][C:14]([O:25][CH2:26][CH2:27][CH2:28][CH2:29][CH2:30][CH3:31])([CH3:24])[C:15](OCCCCCC)=[O:16])[CH2:8][CH2:9][CH2:10][CH2:11][CH3:12], predict the reaction product. (4) Given the reactants [F:1][C:2]1[CH:3]=[C:4]([CH:13]=[CH:14][CH:15]=1)[O:5][CH2:6][CH2:7][CH2:8][CH2:9][CH2:10][CH2:11][OH:12].CC(OI1(OC(C)=O)(OC(C)=O)OC(=O)C2C=CC=CC1=2)=O.S([O-])([O-])(=O)=S.[Na+].[Na+], predict the reaction product. The product is: [F:1][C:2]1[CH:3]=[C:4]([CH:13]=[CH:14][CH:15]=1)[O:5][CH2:6][CH2:7][CH2:8][CH2:9][CH2:10][CH:11]=[O:12]. (5) Given the reactants [S:1]1[C:5]2[CH:6]=[CH:7][CH:8]=[CH:9][C:4]=2[N:3]=[C:2]1[NH:10][C@H:11]1[CH2:14][C@H:13]([NH:15][C:16]2[C:21]([N+:22]([O-])=O)=[CH:20][CH:19]=[CH:18][N:17]=2)[CH2:12]1.[Cl-].[NH4+], predict the reaction product. The product is: [S:1]1[C:5]2[CH:6]=[CH:7][CH:8]=[CH:9][C:4]=2[N:3]=[C:2]1[NH:10][C@H:11]1[CH2:12][C@H:13]([NH:15][C:16]2[C:21]([NH2:22])=[CH:20][CH:19]=[CH:18][N:17]=2)[CH2:14]1. (6) Given the reactants [Br:1][C:2]1[CH:15]=[C:14]2[C:5]([O:6][C:7]3[C:8]([F:19])=[CH:9][C:10]([O:17][CH3:18])=[CH:11][C:12]=3[CH:13]2Cl)=[CH:4][CH:3]=1.O1CCOCC1.[NH3:26], predict the reaction product. The product is: [Br:1][C:2]1[CH:15]=[C:14]2[C:5]([O:6][C:7]3[C:8]([F:19])=[CH:9][C:10]([O:17][CH3:18])=[CH:11][C:12]=3[CH:13]2[NH2:26])=[CH:4][CH:3]=1. (7) Given the reactants [CH3:1][CH:2]([CH3:16])[CH2:3][CH2:4][CH2:5][CH2:6][CH2:7][CH2:8][CH2:9][CH2:10][CH2:11][CH2:12][CH2:13][CH2:14][OH:15], predict the reaction product. The product is: [CH3:1][CH:2]([CH3:16])[CH2:3][CH2:4][CH2:5][CH2:6][CH2:7][CH2:8][CH2:9][CH2:10][CH2:11][CH2:12][CH2:13][CH:14]=[O:15]. (8) Given the reactants C[Si]([N-][Si](C)(C)C)(C)C.[Li+].[C:11]([C:14]1[CH:18]=[CH:17][N:16]([CH3:19])[CH:15]=1)(=O)[CH3:12].[C:20](OC)(=O)[C:21]([O:23][CH3:24])=[O:22].[Cl:28][C:29]1[N:30]=[N:31][C:32]([NH:35][NH2:36])=[CH:33][CH:34]=1.Cl, predict the reaction product. The product is: [CH3:24][O:23][C:21]([C:20]1[CH:12]=[C:11]([C:14]2[CH:18]=[CH:17][N:16]([CH3:19])[CH:15]=2)[N:35]([C:32]2[N:31]=[N:30][C:29]([Cl:28])=[CH:34][CH:33]=2)[N:36]=1)=[O:22].